Dataset: Forward reaction prediction with 1.9M reactions from USPTO patents (1976-2016). Task: Predict the product of the given reaction. (1) Given the reactants [F:1][C@H:2]1[C@@H:7]([O:8][C:9]2[CH:16]=[CH:15][C:14]([C:17]3[N:22]=[C:21]([NH:23][C:24]4[CH:29]=[CH:28][C:27]([N:30]5[CH2:35][CH2:34][N:33]([CH:36]6[CH2:39][O:38][CH2:37]6)[CH2:32][CH2:31]5)=[CH:26][CH:25]=4)[N:20]=[CH:19][N:18]=3)=[CH:13][C:10]=2[C:11]#[N:12])[CH2:6][CH2:5][NH:4][CH2:3]1.[F:40][C@H:41]1[C:45](=[O:46])[NH:44][C@H:43]([C:47](O)=[O:48])[CH2:42]1.CN(C(ON1N=NC2C=CC=NC1=2)=[N+](C)C)C.F[P-](F)(F)(F)(F)F, predict the reaction product. The product is: [F:1][C@H:2]1[C@@H:7]([O:8][C:9]2[CH:16]=[CH:15][C:14]([C:17]3[N:22]=[C:21]([NH:23][C:24]4[CH:29]=[CH:28][C:27]([N:30]5[CH2:31][CH2:32][N:33]([CH:36]6[CH2:39][O:38][CH2:37]6)[CH2:34][CH2:35]5)=[CH:26][CH:25]=4)[N:20]=[CH:19][N:18]=3)=[CH:13][C:10]=2[C:11]#[N:12])[CH2:6][CH2:5][N:4]([C:47]([C@@H:43]2[CH2:42][C@@H:41]([F:40])[C:45](=[O:46])[NH:44]2)=[O:48])[CH2:3]1. (2) Given the reactants [I:1][C:2]1[CH:6]=[C:5]([CH:7]2[CH2:10][N:9]([C:11](=[O:13])[CH3:12])[CH2:8]2)[N:4]([CH:14]([CH3:16])C)[N:3]=1.N1C[CH:19](C2N(CC3CC3)N=C(I)C=2)[CH2:18]1, predict the reaction product. The product is: [CH:16]1([CH2:14][N:4]2[C:5]([CH:7]3[CH2:8][N:9]([C:11](=[O:13])[CH3:12])[CH2:10]3)=[CH:6][C:2]([I:1])=[N:3]2)[CH2:19][CH2:18]1. (3) Given the reactants Cl[CH2:2][CH2:3][CH2:4][CH2:5][S:6]([NH:9][C:10]1[CH:11]=[C:12]([C:21]([O:23][CH2:24][CH3:25])=[O:22])[CH:13]=[C:14]2[C:18]=1[NH:17][CH:16]=[C:15]2[CH2:19][CH3:20])(=[O:8])=[O:7].CCN(CC)CC, predict the reaction product. The product is: [O:7]=[S:6]1(=[O:8])[CH2:5][CH2:4][CH2:3][CH2:2][N:9]1[C:10]1[CH:11]=[C:12]([C:21]([O:23][CH2:24][CH3:25])=[O:22])[CH:13]=[C:14]2[C:18]=1[NH:17][CH:16]=[C:15]2[CH2:19][CH3:20]. (4) Given the reactants [NH:1]1[C:9]2[C:4](=[CH:5][C:6]([NH:10][C:11]3[C:20]4[C:15](=[CH:16][CH:17]=[CH:18][CH:19]=4)[N:14]=[C:13]([C:21]4[CH:22]=[C:23]([CH:29]=[CH:30][CH:31]=4)[O:24][CH2:25][C:26]([OH:28])=O)[N:12]=3)=[CH:7][CH:8]=2)[CH:3]=[N:2]1.C1CN([P+](ON2N=NC3C=CC=CC2=3)(N2CCCC2)N2CCCC2)CC1.F[P-](F)(F)(F)(F)F.CCN(C(C)C)C(C)C.[CH3:74][C:75]([CH3:79])([CH3:78])[CH2:76][NH2:77], predict the reaction product. The product is: [NH:1]1[C:9]2[C:4](=[CH:5][C:6]([NH:10][C:11]3[C:20]4[C:15](=[CH:16][CH:17]=[CH:18][CH:19]=4)[N:14]=[C:13]([C:21]4[CH:22]=[C:23]([CH:29]=[CH:30][CH:31]=4)[O:24][CH2:25][C:26]([NH:77][CH2:76][C:75]([CH3:79])([CH3:78])[CH3:74])=[O:28])[N:12]=3)=[CH:7][CH:8]=2)[CH:3]=[N:2]1. (5) Given the reactants [OH:1][C:2]1[CH:3]=[C:4]2[C:9](=[CH:10][CH:11]=1)[CH:8]=[C:7]([C:12]([N:14]1[CH2:19][CH2:18][CH:17]([C:20]([O:22][CH3:23])=[O:21])[CH2:16][CH2:15]1)=[O:13])[CH:6]=[CH:5]2.[C:24]([C@@H:28]1[CH2:33][CH2:32][C@H:31](O)[CH2:30][CH2:29]1)([CH3:27])([CH3:26])[CH3:25].C1C=CC(P(C2C=CC=CC=2)C2C=CC=CC=2)=CC=1.CC(OC(/N=N/C(OC(C)C)=O)=O)C, predict the reaction product. The product is: [C:24]([C@H:28]1[CH2:33][CH2:32][C@H:31]([O:1][C:2]2[CH:3]=[C:4]3[C:9](=[CH:10][CH:11]=2)[CH:8]=[C:7]([C:12]([N:14]2[CH2:19][CH2:18][CH:17]([C:20]([O:22][CH3:23])=[O:21])[CH2:16][CH2:15]2)=[O:13])[CH:6]=[CH:5]3)[CH2:30][CH2:29]1)([CH3:27])([CH3:26])[CH3:25]. (6) Given the reactants Cl[C:2]1[C:3]2[CH:10]=[CH:9][N:8]([C@H:11]3[CH2:15][C@H:14]([OH:16])[C@H:13]([CH2:17][OH:18])[CH2:12]3)[C:4]=2[N:5]=[CH:6][N:7]=1.[NH2:19][C@@H:20]1[C:28]2[C:23](=[CH:24][CH:25]=[CH:26][CH:27]=2)[CH2:22][CH2:21]1.C(N(C(C)C)CC)(C)C, predict the reaction product. The product is: [C@@H:20]1([NH:19][C:2]2[C:3]3[CH:10]=[CH:9][N:8]([C@H:11]4[CH2:15][C@H:14]([OH:16])[C@H:13]([CH2:17][OH:18])[CH2:12]4)[C:4]=3[N:5]=[CH:6][N:7]=2)[C:28]2[C:23](=[CH:24][CH:25]=[CH:26][CH:27]=2)[CH2:22][CH2:21]1.